Dataset: Catalyst prediction with 721,799 reactions and 888 catalyst types from USPTO. Task: Predict which catalyst facilitates the given reaction. (1) Product: [CH3:23][N:22]([CH3:24])[C:20]1[CH:21]=[C:16]([N:15]([CH3:14])[CH3:31])[N:17]=[C:18]([N:25]2[CH2:30][CH2:29][N:28]([CH2:2][C:3]3[CH:8]=[CH:7][C:6]([CH2:9][NH:10][C:11](=[O:13])[CH3:12])=[CH:5][CH:4]=3)[CH2:27][CH2:26]2)[N:19]=1. Reactant: Cl[CH2:2][C:3]1[CH:8]=[CH:7][C:6]([CH2:9][NH:10][C:11](=[O:13])[CH3:12])=[CH:5][CH:4]=1.[CH3:14][N:15]([CH3:31])[C:16]1[CH:21]=[C:20]([N:22]([CH3:24])[CH3:23])[N:19]=[C:18]([N:25]2[CH2:30][CH2:29][NH:28][CH2:27][CH2:26]2)[N:17]=1.C(=O)([O-])[O-].[K+].[K+].O. The catalyst class is: 9. (2) Product: [Cl:1][C:2]1[C:3]([CH:4]([OH:5])[C:24](=[CH2:25])[C:23]#[N:26])=[CH:6][C:7]([CH2:10][CH2:11][CH2:12][CH2:13][CH3:14])=[CH:8][N:9]=1. Reactant: [Cl:1][C:2]1[N:9]=[CH:8][C:7]([CH2:10][CH2:11][CH2:12][CH2:13][CH3:14])=[CH:6][C:3]=1[CH:4]=[O:5].C1N2CCN(CC2)C1.[C:23](#[N:26])[CH:24]=[CH2:25]. The catalyst class is: 27. (3) Reactant: [NH2:1][C:2]1[N:7]=[CH:6][C:5]([C:8]2[CH:13]=[CH:12][C:11]([C:14]([N:16]3[CH2:20][CH2:19][CH2:18][C@@H:17]3[CH2:21][N:22]3[CH2:26][CH2:25][CH2:24][CH2:23]3)=[O:15])=[CH:10][CH:9]=2)=[CH:4][C:3]=1[O:27]CC1C=CC=CC=1. Product: [NH2:1][C:2]1[N:7]=[CH:6][C:5]([C:8]2[CH:9]=[CH:10][C:11]([C:14]([N:16]3[CH2:20][CH2:19][CH2:18][C@@H:17]3[CH2:21][N:22]3[CH2:26][CH2:25][CH2:24][CH2:23]3)=[O:15])=[CH:12][CH:13]=2)=[CH:4][C:3]=1[OH:27]. The catalyst class is: 19.